Dataset: Full USPTO retrosynthesis dataset with 1.9M reactions from patents (1976-2016). Task: Predict the reactants needed to synthesize the given product. (1) The reactants are: [Br:1][C:2]1[CH:3]=[CH:4][C:5]([Cl:11])=[C:6]([CH:10]=1)[C:7]([OH:9])=O.C(Cl)(=O)C(Cl)=O.[C:18]1([O:24][CH2:25][CH3:26])[CH:23]=[CH:22][CH:21]=[CH:20][CH:19]=1.[Al+3].[Cl-].[Cl-].[Cl-].Cl.[OH-].[Na+]. Given the product [Br:1][C:2]1[CH:3]=[CH:4][C:5]([Cl:11])=[C:6]([CH:10]=1)[C:7]([C:21]1[CH:22]=[CH:23][C:18]([O:24][CH2:25][CH3:26])=[CH:19][CH:20]=1)=[O:9], predict the reactants needed to synthesize it. (2) Given the product [Br:1][C:2]1[C:3](=[O:32])[N:4]([CH2:19][C:20]2[CH:21]=[CH:22][C:23]([CH:30]=[CH2:31])=[C:24]([CH:29]=2)[C:25]([OH:27])=[O:26])[C:5]([CH3:18])=[CH:6][C:7]=1[O:8][CH2:9][C:10]1[CH:15]=[CH:14][C:13]([F:16])=[CH:12][C:11]=1[F:17], predict the reactants needed to synthesize it. The reactants are: [Br:1][C:2]1[C:3](=[O:32])[N:4]([CH2:19][C:20]2[CH:21]=[CH:22][C:23]([CH:30]=[CH2:31])=[C:24]([CH:29]=2)[C:25]([O:27]C)=[O:26])[C:5]([CH3:18])=[CH:6][C:7]=1[O:8][CH2:9][C:10]1[CH:15]=[CH:14][C:13]([F:16])=[CH:12][C:11]=1[F:17].[OH-].[Na+].O1CCCC1.Cl. (3) Given the product [F:12][C:13]1[CH:21]=[CH:20][CH:19]=[C:18]([NH:22][C:23]2[N:28]=[C:27]([NH:29][C:30]3[CH:38]=[C:37]4[C:33]([CH2:34][CH2:35][NH:36]4)=[CH:32][C:31]=3[O:49][CH3:50])[NH:26][C:25]3=[N:51][CH:52]=[CH:53][C:24]=23)[C:14]=1[C:15]([NH2:17])=[O:16], predict the reactants needed to synthesize it. The reactants are: C1C2C(=CC=CC=2)C=CC=1.[Na].[F:12][C:13]1[CH:21]=[CH:20][CH:19]=[C:18]([NH:22][C:23]2[C:24]3[CH:53]=[CH:52][N:51](S(C4C=CC(C)=CC=4)(=O)=O)[C:25]=3[N:26]=[C:27]([NH:29][C:30]3[CH:38]=[C:37]4[C:33]([CH2:34][CH2:35][N:36]4S(C4C=CC(C)=CC=4)(=O)=O)=[CH:32][C:31]=3[O:49][CH3:50])[N:28]=2)[C:14]=1[C:15]([NH2:17])=[O:16].O. (4) Given the product [O:40]1[C:36]2=[CH:37][CH:38]=[CH:39][C:35]2=[CH:34][CH:33]=[C:32]1[N:25]([C:26]1[CH:31]=[CH:30][CH:29]=[CH:28][CH:27]=1)[C:24]([CH:11]([C:12]1[CH:13]=[CH:14][C:15]([C:18]2[CH2:23][CH2:22][CH2:21][CH2:20][CH:19]=2)=[CH:16][CH:17]=1)[CH2:10][C:7]1[CH:8]=[CH:9][C:4]([C:3]([OH:42])=[O:2])=[CH:5][CH:6]=1)=[O:41], predict the reactants needed to synthesize it. The reactants are: C[O:2][C:3](=[O:42])[C:4]1[CH:9]=[CH:8][C:7]([CH2:10][CH:11]([C:24](=[O:41])[N:25]([C:32]2[O:40][C:36]3=[CH:37][CH:38]=[CH:39][C:35]3=[CH:34][CH:33]=2)[C:26]2[CH:31]=[CH:30][CH:29]=[CH:28][CH:27]=2)[C:12]2[CH:17]=[CH:16][C:15]([C:18]3[CH2:23][CH2:22][CH2:21][CH2:20][CH:19]=3)=[CH:14][CH:13]=2)=[CH:6][CH:5]=1.[OH-].[Na+]. (5) Given the product [OH:8][C:9]1[CH:10]=[C:11]([C:17]2[O:18][CH:19]=[C:20]([CH2:22][NH:23][C:24](=[O:34])[C:25]3[CH:30]=[CH:29][CH:28]=[CH:27][C:26]=3[O:31][CH2:32][CH3:33])[N:21]=2)[CH:12]=[CH:13][C:14]=1[O:15][CH3:16], predict the reactants needed to synthesize it. The reactants are: C([O:8][C:9]1[CH:10]=[C:11]([C:17]2[O:18][CH:19]=[C:20]([CH2:22][NH:23][C:24](=[O:34])[C:25]3[CH:30]=[CH:29][CH:28]=[CH:27][C:26]=3[O:31][CH2:32][CH3:33])[N:21]=2)[CH:12]=[CH:13][C:14]=1[O:15][CH3:16])C1C=CC=CC=1.[H][H]. (6) Given the product [C:16]([C:7]1[C:8]([C:12]([OH:14])=[O:13])=[N:9][C:10]2[C:5]([C:6]=1[OH:20])=[CH:4][CH:3]=[C:2]([Cl:1])[CH:11]=2)([O:18][CH3:19])=[O:17], predict the reactants needed to synthesize it. The reactants are: [Cl:1][C:2]1[CH:11]=[C:10]2[C:5]([C:6]([OH:20])=[C:7]([C:16]([O:18][CH3:19])=[O:17])[C:8]([C:12]([O:14]C)=[O:13])=[N:9]2)=[CH:4][CH:3]=1.[OH-].[Na+].Cl. (7) Given the product [CH3:32][O:33][C:2]1[N:7]=[C:6]([C:8]([N:10]2[CH2:15][CH2:14][CH:13]([N:16]3[CH2:20][CH2:19][CH2:18][CH2:17]3)[CH2:12][CH2:11]2)=[O:9])[C:5]([CH3:21])=[CH:4][C:3]=1[C:22]1[CH:27]=[CH:26][CH:25]=[C:24]([C:28]([F:31])([F:30])[F:29])[CH:23]=1, predict the reactants needed to synthesize it. The reactants are: Cl[C:2]1[N:7]=[C:6]([C:8]([N:10]2[CH2:15][CH2:14][CH:13]([N:16]3[CH2:20][CH2:19][CH2:18][CH2:17]3)[CH2:12][CH2:11]2)=[O:9])[C:5]([CH3:21])=[CH:4][C:3]=1[C:22]1[CH:27]=[CH:26][CH:25]=[C:24]([C:28]([F:31])([F:30])[F:29])[CH:23]=1.[CH3:32][O-:33].[Na+]. (8) Given the product [S:24]([CH2:23][C:19]1[CH:18]=[C:17]([NH:16][C:12]2[N:13]=[CH:14][N:15]=[C:10]([N:5]3[CH2:6][CH2:7][CH2:8][C@H:4]3[C:3]([O:2][CH3:1])=[O:44])[N:11]=2)[CH:22]=[CH:21][CH:20]=1)(=[O:26])(=[O:25])[NH2:27], predict the reactants needed to synthesize it. The reactants are: [CH3:1][O:2][CH2:3][CH:4]1C[CH2:8][CH2:7][CH2:6][N:5]1[C:10]1[N:15]=[CH:14][N:13]=[C:12]([NH:16][C:17]2[CH:18]=[C:19]([CH2:23][S:24]([NH2:27])(=[O:26])=[O:25])[CH:20]=[CH:21][CH:22]=2)[N:11]=1.ClC1N=CN=C(NC2C=C(CS(N)(=O)=[O:44])C=CC=2)N=1.Cl.COC(=O)[C@@H]1CCCN1. (9) Given the product [Br:1][C:2]1[CH:7]=[N:6][C:5]2[N:8]([C:23](=[O:25])[CH3:24])[C:9]3[CH:10]=[N:11][C:12]([C:15]4[CH:16]=[N:17][CH:18]=[CH:19][CH:20]=4)=[CH:13][C:14]=3[C:4]=2[CH:3]=1, predict the reactants needed to synthesize it. The reactants are: [Br:1][C:2]1[CH:3]=[C:4]2[C:14]3[C:9](=[CH:10][N:11]=[C:12]([C:15]4[CH:16]=[N:17][CH:18]=[CH:19][CH:20]=4)[CH:13]=3)[NH:8][C:5]2=[N:6][CH:7]=1.[H-].[Na+].[C:23](Cl)(=[O:25])[CH3:24].C(=O)(O)[O-].[Na+]. (10) Given the product [Cl:1][C:2]1[C:3]([C:12]2([CH:15]=[O:28])[CH2:14][CH2:13]2)=[N:4][CH:5]=[C:6]([C:8]([F:11])([F:10])[F:9])[CH:7]=1, predict the reactants needed to synthesize it. The reactants are: [Cl:1][C:2]1[C:3]([C:12]2([C:15]#N)[CH2:14][CH2:13]2)=[N:4][CH:5]=[C:6]([C:8]([F:11])([F:10])[F:9])[CH:7]=1.[H-].C([Al+]CC(C)C)C(C)C.C(C(C(C([O-])=O)O)O)([O-])=[O:28].[Na+].[K+].